This data is from Retrosynthesis with 50K atom-mapped reactions and 10 reaction types from USPTO. The task is: Predict the reactants needed to synthesize the given product. (1) Given the product O=S(=O)(c1ccc(C(O)c2ccccc2)cc1)N1CCc2ccoc2C1, predict the reactants needed to synthesize it. The reactants are: O=Cc1ccc(S(=O)(=O)N2CCc3ccoc3C2)cc1.[Mg+]c1ccccc1. (2) Given the product Nc1nc2ccccc2c2c1nc(CCO)n2CC1(O)CCOCC1, predict the reactants needed to synthesize it. The reactants are: COCCc1nc2c(N)nc3ccccc3c2n1CC1(O)CCOCC1.